From a dataset of Forward reaction prediction with 1.9M reactions from USPTO patents (1976-2016). Predict the product of the given reaction. (1) Given the reactants Br[C:2]1[CH:7]=[CH:6][C:5]([NH:8][C:9]2[O:10][C:11]3[C:17]([CH:18]([CH3:20])[CH3:19])=[CH:16][CH:15]=[CH:14][C:12]=3[N:13]=2)=[CH:4][CH:3]=1.FC1C=C([B:28]2[O:32][C:31]([CH3:34])([CH3:33])[C:30]([CH3:36])([CH3:35])[O:29]2)C=CC=1NC1OC2C=CC=CC=2N=1, predict the reaction product. The product is: [CH3:35][C:30]1([CH3:36])[C:31]([CH3:34])([CH3:33])[O:32][B:28]([C:2]2[CH:7]=[CH:6][C:5]([NH:8][C:9]3[O:10][C:11]4[C:17]([CH:18]([CH3:20])[CH3:19])=[CH:16][CH:15]=[CH:14][C:12]=4[N:13]=3)=[CH:4][CH:3]=2)[O:29]1. (2) Given the reactants [C:1]([NH:4][C:5]1[CH:6]=[CH:7][C:8]2[C:17]([CH:18]=1)=[N:16][C:15]1[C:10](=[CH:11][CH:12]=[CH:13][CH:14]=1)[C:9]=2[NH2:19])(=[O:3])[CH3:2].P(Cl)(Cl)(Cl)=O, predict the reaction product. The product is: [C:1]([NH:4][C:5]1[CH:6]=[CH:7][C:8]2[C:17]([CH:18]=1)=[N:16][C:15]1[C:10](=[CH:11][CH:12]=[C:13]([NH:4][C:1](=[O:3])[CH3:2])[CH:14]=1)[C:9]=2[NH2:19])(=[O:3])[CH3:2]. (3) Given the reactants [OH:1][C@@H:2]1[CH2:7][CH2:6][C@H:5]([NH:8][C:9](=[O:18])[O:10][CH2:11][C:12]2[CH:17]=[CH:16][CH:15]=[CH:14][CH:13]=2)[C@H:4]([CH2:19][OH:20])[CH2:3]1.[C:21](Cl)([C:34]1[CH:39]=[CH:38][CH:37]=[CH:36][CH:35]=1)([C:28]1[CH:33]=[CH:32][CH:31]=[CH:30][CH:29]=1)[C:22]1[CH:27]=[CH:26][CH:25]=[CH:24][CH:23]=1.CCOC(C)=O.CCCCCC, predict the reaction product. The product is: [OH:1][C@@H:2]1[CH2:7][CH2:6][C@H:5]([NH:8][C:9](=[O:18])[O:10][CH2:11][C:12]2[CH:17]=[CH:16][CH:15]=[CH:14][CH:13]=2)[C@H:4]([CH2:19][O:20][C:21]([C:22]2[CH:27]=[CH:26][CH:25]=[CH:24][CH:23]=2)([C:34]2[CH:35]=[CH:36][CH:37]=[CH:38][CH:39]=2)[C:28]2[CH:29]=[CH:30][CH:31]=[CH:32][CH:33]=2)[CH2:3]1. (4) The product is: [Br-:1].[Cl:11][C:10]1[C:5]([C:3](=[O:4])[CH2:2][N+:13]23[CH2:22][N:17]4[CH2:18][N:19]([CH2:21][N:15]([CH2:16]4)[CH2:14]2)[CH2:20]3)=[N:6][CH:7]=[C:8]([Cl:12])[CH:9]=1. Given the reactants [Br:1][CH2:2][C:3]([C:5]1[C:10]([Cl:11])=[CH:9][C:8]([Cl:12])=[CH:7][N:6]=1)=[O:4].[N:13]12[CH2:22][N:17]3[CH2:18][N:19]([CH2:21][N:15]([CH2:16]3)[CH2:14]1)[CH2:20]2, predict the reaction product. (5) Given the reactants [C:1](Cl)(Cl)=[S:2].C([O-])([O-])=O.[K+].[K+].[CH:11]1([NH2:20])[C:19]2[C:14](=[CH:15][CH:16]=[CH:17][CH:18]=2)[CH2:13][CH2:12]1.[OH-].[K+], predict the reaction product. The product is: [N:20]([CH:11]1[C:19]2[C:14](=[CH:15][CH:16]=[CH:17][CH:18]=2)[CH2:13][CH2:12]1)=[C:1]=[S:2].